This data is from Full USPTO retrosynthesis dataset with 1.9M reactions from patents (1976-2016). The task is: Predict the reactants needed to synthesize the given product. Given the product [Cl:1][C:2]1[CH:7]=[CH:6][C:5]([C:8]2[C:12]([CH2:13][CH2:14][C:15]([O:17][CH3:24])=[O:16])=[CH:11][O:10][N:9]=2)=[CH:4][C:3]=1[F:18], predict the reactants needed to synthesize it. The reactants are: [Cl:1][C:2]1[CH:7]=[CH:6][C:5]([C:8]2[C:12]([CH2:13][CH2:14][C:15]([OH:17])=[O:16])=[CH:11][O:10][N:9]=2)=[CH:4][C:3]=1[F:18].S(=O)(=O)(O)O.[CH3:24]O.